From a dataset of Peptide-MHC class I binding affinity with 185,985 pairs from IEDB/IMGT. Regression. Given a peptide amino acid sequence and an MHC pseudo amino acid sequence, predict their binding affinity value. This is MHC class I binding data. (1) The peptide sequence is IALGVATAH. The MHC is HLA-A02:01 with pseudo-sequence HLA-A02:01. The binding affinity (normalized) is 0. (2) The peptide sequence is GFAIPIILK. The MHC is HLA-B18:01 with pseudo-sequence HLA-B18:01. The binding affinity (normalized) is 0.0847. (3) The peptide sequence is RVRGLYFPA. The MHC is HLA-A31:01 with pseudo-sequence HLA-A31:01. The binding affinity (normalized) is 0.706. (4) The peptide sequence is LPQTRWQAV. The MHC is HLA-A30:01 with pseudo-sequence HLA-A30:01. The binding affinity (normalized) is 0.0847.